The task is: Predict the product of the given reaction.. This data is from Forward reaction prediction with 1.9M reactions from USPTO patents (1976-2016). (1) Given the reactants [CH3:1][O:2][C:3](=[O:18])[CH2:4][C:5]1[C:6](=[O:17])[N:7]([CH2:10][C:11]2[CH:16]=[CH:15][CH:14]=[CH:13][CH:12]=2)[CH2:8][CH:9]=1.[CH3:19]O.[H][H], predict the reaction product. The product is: [CH3:1][O:2][C:3](=[O:18])[CH2:4][CH:5]1[CH2:9][CH2:8][N:7]([CH2:10][CH2:11][C:16]2[CH:15]=[CH:14][CH:13]=[CH:12][CH:19]=2)[C:6]1=[O:17]. (2) Given the reactants [F-].C([N+](CCCC)(CCCC)CCCC)CCC.[C:19]([O:23][C:24]([NH:26][C@H:27]([C:46]([O:48][CH2:49][C:50]1[CH:55]=[CH:54][CH:53]=[CH:52][CH:51]=1)=[O:47])[CH2:28][C:29]1[C:34]([N+:35]([O-:37])=[O:36])=[CH:33][CH:32]=[C:31]([O:38][Si](C(C)(C)C)(C)C)[CH:30]=1)=[O:25])([CH3:22])([CH3:21])[CH3:20], predict the reaction product. The product is: [C:19]([O:23][C:24]([NH:26][C@H:27]([C:46]([O:48][CH2:49][C:50]1[CH:55]=[CH:54][CH:53]=[CH:52][CH:51]=1)=[O:47])[CH2:28][C:29]1[C:34]([N+:35]([O-:37])=[O:36])=[CH:33][CH:32]=[C:31]([OH:38])[CH:30]=1)=[O:25])([CH3:22])([CH3:20])[CH3:21]. (3) Given the reactants [CH:1](=O)[C:2]1[CH:7]=[CH:6][CH:5]=[CH:4][CH:3]=1.C(OC(=O)[NH:15][CH2:16][CH2:17][CH2:18][NH2:19])(C)(C)C, predict the reaction product. The product is: [CH2:1]([NH:15][CH2:16][CH2:17][CH2:18][NH2:19])[C:2]1[CH:7]=[CH:6][CH:5]=[CH:4][CH:3]=1.